Dataset: Forward reaction prediction with 1.9M reactions from USPTO patents (1976-2016). Task: Predict the product of the given reaction. The product is: [CH3:26][N:15]([CH2:14][C:6]1[N:5]([CH2:4][CH2:3][CH2:2][NH:1][S:42]([C:36]2[CH:41]=[CH:40][CH:39]=[CH:38][CH:37]=2)(=[O:44])=[O:43])[C:9]2[CH:10]=[CH:11][CH:12]=[CH:13][C:8]=2[N:7]=1)[CH:16]1[C:25]2[N:24]=[CH:23][CH:22]=[CH:21][C:20]=2[CH2:19][CH2:18][CH2:17]1. Given the reactants [NH2:1][CH2:2][CH2:3][CH2:4][N:5]1[C:9]2[CH:10]=[CH:11][CH:12]=[CH:13][C:8]=2[N:7]=[C:6]1[CH2:14][N:15]([CH3:26])[CH:16]1[C:25]2[N:24]=[CH:23][CH:22]=[CH:21][C:20]=2[CH2:19][CH2:18][CH2:17]1.C(N(CC)C(C)C)(C)C.[C:36]1([S:42](Cl)(=[O:44])=[O:43])[CH:41]=[CH:40][CH:39]=[CH:38][CH:37]=1.C([O-])(O)=O.[Na+], predict the reaction product.